Predict the reaction yield, written as a fraction of the theoretical maximum amount of product (1.0 means a 100% yield; for example, 0.34 means a 34% yield). From a dataset of Reaction yield outcomes from USPTO patents with 853,638 reactions. (1) The reactants are C(N(CC)CC)C.S(Cl)(C)(=O)=O.[CH3:13][O:14][C:15]([CH:17]1[CH:21]([C@@H:22]([CH3:25])[CH2:23]O)[CH2:20][N:19]([C:26]([O:28][CH2:29][C:30]2[CH:35]=[CH:34][CH:33]=[CH:32][CH:31]=2)=[O:27])[CH2:18]1)=[O:16].C(O)(=O)CC(CC(O)=O)(C(O)=O)O.[I-:49].[Na+]. The catalyst is ClCCl.C(OCC)(=O)C.CO. The product is [CH3:13][O:14][C:15]([CH:17]1[CH:21]([C@@H:22]([CH3:25])[CH2:23][I:49])[CH2:20][N:19]([C:26]([O:28][CH2:29][C:30]2[CH:35]=[CH:34][CH:33]=[CH:32][CH:31]=2)=[O:27])[CH2:18]1)=[O:16]. The yield is 0.840. (2) The reactants are C(P(C(C)(C)C)C1C=CC=C[C:7]=1[C:12]1[CH:17]=[CH:16][CH:15]=[CH:14][CH:13]=1)(C)(C)C.Br[C:23]1[CH:28]=[CH:27][CH:26]=[CH:25][C:24]=1[CH3:29].ClC1C=CC=CC=1C.[NH2-:38].[Li+].CC(C)([O-])C.[Na+]. The catalyst is C(OCC)C.C1C=CC(/C=C/C(/C=C/C2C=CC=CC=2)=O)=CC=1.C1C=CC(/C=C/C(/C=C/C2C=CC=CC=2)=O)=CC=1.C1C=CC(/C=C/C(/C=C/C2C=CC=CC=2)=O)=CC=1.[Pd].[Pd].C1C=CC(/C=C/C(/C=C/C2C=CC=CC=2)=O)=CC=1.C1C=CC(/C=C/C(/C=C/C2C=CC=CC=2)=O)=CC=1.[Pd].C1(C)C=CC=CC=1. The product is [C:12]1([CH3:7])[CH:13]=[CH:14][CH:15]=[CH:16][C:17]=1[NH:38][C:23]1[CH:28]=[CH:27][CH:26]=[CH:25][C:24]=1[CH3:29]. The yield is 0.720. (3) The product is [Br:1][C:2]1[CH:13]=[N:12][C:5]2=[N:6][C:7]([N:19]3[CH2:20][CH:21]4[CH:17]([CH2:16][N:15]([CH3:14])[CH2:22]4)[CH2:18]3)=[C:8]([Cl:10])[N:9]=[C:4]2[CH:3]=1. The reactants are [Br:1][C:2]1[CH:13]=[N:12][C:5]2=[N:6][C:7](Cl)=[C:8]([Cl:10])[N:9]=[C:4]2[CH:3]=1.[CH3:14][N:15]1[CH2:22][CH:21]2[CH:17]([CH2:18][NH:19][CH2:20]2)[CH2:16]1. The yield is 0.480. The catalyst is C(Cl)Cl.